Task: Predict the product of the given reaction.. Dataset: Forward reaction prediction with 1.9M reactions from USPTO patents (1976-2016) Given the reactants [CH3:1][C:2]1([C:14]([O:16][CH2:17][CH2:18][CH2:19][CH3:20])=[O:15])[O:11][C:10]([CH3:13])([CH3:12])[CH2:9][C:4]2([O:8]CC[O:5]2)[CH2:3]1.Cl.Br.OP(O)(O)=O, predict the reaction product. The product is: [C:4]1(=[O:8])[CH2:3][CH2:13][CH2:10][CH2:9]1.[CH3:1][C:2]1([C:14]([O:16][CH2:17][CH2:18][CH2:19][CH3:20])=[O:15])[CH2:3][C:4](=[O:5])[CH2:9][C:10]([CH3:12])([CH3:13])[O:11]1.